Dataset: Forward reaction prediction with 1.9M reactions from USPTO patents (1976-2016). Task: Predict the product of the given reaction. (1) Given the reactants [F:1][C:2]([F:16])([F:15])[C:3]1[CH:4]=[CH:5][C:6]([N:9]2[CH2:14][CH2:13][NH:12][CH2:11][CH2:10]2)=[N:7][CH:8]=1.[CH3:17][O:18][C:19](=[O:23])[CH:20](Br)[CH3:21], predict the reaction product. The product is: [CH3:17][O:18][C:19](=[O:23])[CH:20]([N:12]1[CH2:11][CH2:10][N:9]([C:6]2[CH:5]=[CH:4][C:3]([C:2]([F:1])([F:15])[F:16])=[CH:8][N:7]=2)[CH2:14][CH2:13]1)[CH3:21]. (2) Given the reactants [CH3:1][O:2][CH2:3][CH2:4][C:5]1[S:9][C:8]([S:10](Cl)(=[O:12])=[O:11])=[CH:7][C:6]=1[CH3:14].[NH3:15], predict the reaction product. The product is: [CH3:1][O:2][CH2:3][CH2:4][C:5]1[S:9][C:8]([S:10]([NH2:15])(=[O:12])=[O:11])=[CH:7][C:6]=1[CH3:14].